This data is from Full USPTO retrosynthesis dataset with 1.9M reactions from patents (1976-2016). The task is: Predict the reactants needed to synthesize the given product. (1) The reactants are: I[N:2]1[C:10]2[C:5](=[CH:6][CH:7]=[CH:8][CH:9]=2)[CH:4]=[CH:3]1.[CH2:11]([Si:13]([CH2:18][CH3:19])([CH2:16][CH3:17])[C:14]#[CH:15])[CH3:12].C(N(CC)CC)C. Given the product [CH2:14]([Si:13]([C:11]#[C:12][C:7]1[CH:6]=[C:5]2[C:10](=[CH:9][CH:8]=1)[NH:2][CH:3]=[CH:4]2)([CH2:18][CH3:19])[CH2:16][CH3:17])[CH3:15], predict the reactants needed to synthesize it. (2) Given the product [Cl:40][C:38]1[CH:37]=[CH:36][C:28]2[N:29]([S:30](=[O:32])(=[O:31])[N:33]([CH3:35])[CH3:34])[C:25]([C:19]3([C:22]#[N:23])[CH2:18][CH2:17][N:16]([C:9]([O:11][C:12]([CH3:13])([CH3:15])[CH3:14])=[O:10])[CH2:21][CH2:20]3)=[N:26][C:27]=2[CH:39]=1, predict the reactants needed to synthesize it. The reactants are: C([N-]C(C)C)(C)C.[Li+].[C:9]([N:16]1[CH2:21][CH2:20][CH:19]([C:22]#[N:23])[CH2:18][CH2:17]1)([O:11][C:12]([CH3:15])([CH3:14])[CH3:13])=[O:10].Cl[C:25]1[N:29]([S:30]([N:33]([CH3:35])[CH3:34])(=[O:32])=[O:31])[C:28]2[CH:36]=[CH:37][C:38]([Cl:40])=[CH:39][C:27]=2[N:26]=1. (3) Given the product [Si:20]([O:19][C@H:17]([CH3:18])[C@@H:16]([NH:27][C:28]1[CH:33]=[CH:32][C:31]([C:34]#[N:35])=[C:30]([Cl:36])[C:29]=1[CH3:37])[C:15]1[O:38][C:11]([C:10]2[CH:39]=[CH:40][C:7]([O:6][Si:5]([C:1]([CH3:4])([CH3:3])[CH3:2])([CH3:41])[CH3:42])=[CH:8][CH:9]=2)=[N:13][N:14]=1)([C:23]([CH3:25])([CH3:24])[CH3:26])([CH3:21])[CH3:22], predict the reactants needed to synthesize it. The reactants are: [C:1]([Si:5]([CH3:42])([CH3:41])[O:6][C:7]1[CH:40]=[CH:39][C:10]([C:11]([NH:13][NH:14][C:15](=[O:38])[C@H:16]([NH:27][C:28]2[CH:33]=[CH:32][C:31]([C:34]#[N:35])=[C:30]([Cl:36])[C:29]=2[CH3:37])[C@H:17]([O:19][Si:20]([C:23]([CH3:26])([CH3:25])[CH3:24])([CH3:22])[CH3:21])[CH3:18])=O)=[CH:9][CH:8]=1)([CH3:4])([CH3:3])[CH3:2].C1C=CC(P(C2C=CC=CC=2)C2C=CC=CC=2)=CC=1.II.[Si](O[C@@H](C)[C@@H](NC1C=CC(C#N)=C(Cl)C=1C)C1OC(C2C=CC=C(O[Si](C(C)(C)C)(C)C)C=2)=NN=1)(C(C)(C)C)(C)C. (4) The reactants are: [C:1]([O:5][C:6]([NH:8][C@@H:9]1[CH2:13][CH2:12][C@H:11]([C:14]([OH:16])=O)[CH2:10]1)=[O:7])([CH3:4])([CH3:3])[CH3:2].ClC(N(C)C)=C(C)C.[NH2:25][C:26]1[CH:31]=[C:30]([C:32]2[N:37]=[C:36]([NH:38][CH2:39][CH:40]3[CH2:45][CH2:44][O:43][CH2:42][CH2:41]3)[CH:35]=[N:34][CH:33]=2)[C:29]([Cl:46])=[CH:28][N:27]=1.N1C=CC=CC=1. Given the product [Cl:46][C:29]1[C:30]([C:32]2[CH:33]=[N:34][CH:35]=[C:36]([NH:38][CH2:39][CH:40]3[CH2:45][CH2:44][O:43][CH2:42][CH2:41]3)[N:37]=2)=[CH:31][C:26]([NH:25][C:14]([C@H:11]2[CH2:12][CH2:13][C@@H:9]([NH:8][C:6](=[O:7])[O:5][C:1]([CH3:2])([CH3:3])[CH3:4])[CH2:10]2)=[O:16])=[N:27][CH:28]=1, predict the reactants needed to synthesize it.